Dataset: hERG potassium channel inhibition data for cardiac toxicity prediction from Karim et al.. Task: Regression/Classification. Given a drug SMILES string, predict its toxicity properties. Task type varies by dataset: regression for continuous values (e.g., LD50, hERG inhibition percentage) or binary classification for toxic/non-toxic outcomes (e.g., AMES mutagenicity, cardiotoxicity, hepatotoxicity). Dataset: herg_karim. The molecule is CC(C)C(CCCN(C)CCCc1nc2ccccc2[nH]1)(C(=O)O)c1ccc(Br)cc1. The result is 1 (blocker).